Dataset: Reaction yield outcomes from USPTO patents with 853,638 reactions. Task: Predict the reaction yield, written as a fraction of the theoretical maximum amount of product (1.0 means a 100% yield; for example, 0.34 means a 34% yield). (1) The reactants are [Cl:1][C:2]1[N:7]=[C:6](Cl)[C:5]([N+:9]([O-:11])=[O:10])=[CH:4][N:3]=1.[CH:12]1([NH:18][C@@H:19]([C:21]([O:23][CH3:24])=[O:22])[CH3:20])[CH2:17][CH2:16][CH2:15][CH2:14][CH2:13]1.C(=O)([O-])[O-].[K+].[K+]. The catalyst is CCOCC. The product is [Cl:1][C:2]1[N:7]=[C:6]([N:18]([CH:12]2[CH2:17][CH2:16][CH2:15][CH2:14][CH2:13]2)[C@@H:19]([C:21]([O:23][CH3:24])=[O:22])[CH3:20])[C:5]([N+:9]([O-:11])=[O:10])=[CH:4][N:3]=1. The yield is 0.410. (2) The reactants are C(=O)(OC(Cl)(Cl)Cl)[O:2][C:3](Cl)(Cl)[Cl:4].[CH2:13]([O:20][C:21]([NH:23][C@H:24]([C:28]([O:30][CH2:31][CH:32]([CH2:34][O:35][C:36](=[O:54])[CH2:37][CH2:38][CH2:39][CH2:40][CH2:41][CH2:42][CH2:43][CH2:44][CH2:45][CH2:46][CH2:47][CH2:48][CH2:49][CH2:50][CH2:51][CH2:52][CH3:53])[OH:33])=[O:29])[CH:25]([CH3:27])[CH3:26])=[O:22])[C:14]1[CH:19]=[CH:18][CH:17]=[CH:16][CH:15]=1.C(N(CC)CC)C.CCCCCC. The catalyst is ClCCl. The product is [CH2:13]([O:20][C:21]([NH:23][C@H:24]([C:28]([O:30][CH2:31][CH:32]([O:33][C:3]([Cl:4])=[O:2])[CH2:34][O:35][C:36](=[O:54])[CH2:37][CH2:38][CH2:39][CH2:40][CH2:41][CH2:42][CH2:43][CH2:44][CH2:45][CH2:46][CH2:47][CH2:48][CH2:49][CH2:50][CH2:51][CH2:52][CH3:53])=[O:29])[CH:25]([CH3:27])[CH3:26])=[O:22])[C:14]1[CH:15]=[CH:16][CH:17]=[CH:18][CH:19]=1. The yield is 0.890. (3) The reactants are FC(F)(F)C(O)=O.[CH:8]1([N:11]2[CH:15]=[C:14]([C:16]3[CH:17]=[C:18]4[C:23](=[CH:24][CH:25]=3)[N:22]([C:26](=[O:28])[CH3:27])[C@@H:21]([CH3:29])[CH2:20][N:19]4[C:30]3[C:38]4[C:33](=[CH:34][CH:35]=[CH:36][CH:37]=4)[N:32](C4CCCCO4)[N:31]=3)[CH:13]=[N:12]2)[CH2:10][CH2:9]1. The catalyst is ClCCl. The product is [CH:8]1([N:11]2[CH:15]=[C:14]([C:16]3[CH:17]=[C:18]4[C:23](=[CH:24][CH:25]=3)[N:22]([C:26](=[O:28])[CH3:27])[C@@H:21]([CH3:29])[CH2:20][N:19]4[C:30]3[C:38]4[C:33](=[CH:34][CH:35]=[CH:36][CH:37]=4)[NH:32][N:31]=3)[CH:13]=[N:12]2)[CH2:9][CH2:10]1. The yield is 0.980.